From a dataset of Reaction yield outcomes from USPTO patents with 853,638 reactions. Predict the reaction yield, written as a fraction of the theoretical maximum amount of product (1.0 means a 100% yield; for example, 0.34 means a 34% yield). The yield is 0.790. The reactants are [CH3:1][C:2]1[CH:7]=[C:6]([CH3:8])[NH:5][C:4](=[O:9])[C:3]=1[CH2:10][NH:11][C:12](=[O:33])[C:13]1[CH:18]=[C:17]([N:19]2[CH2:24][CH2:23][CH2:22][CH2:21][CH2:20]2)[N:16]=[C:15]([C:25]2[CH:30]=[CH:29][C:28]([CH:31]=O)=[CH:27][CH:26]=2)[CH:14]=1.[CH3:34][NH:35][CH3:36].C(O)(=O)C.C([BH3-])#N.[Na+]. The product is [CH3:1][C:2]1[CH:7]=[C:6]([CH3:8])[NH:5][C:4](=[O:9])[C:3]=1[CH2:10][NH:11][C:12](=[O:33])[C:13]1[CH:18]=[C:17]([N:19]2[CH2:20][CH2:21][CH2:22][CH2:23][CH2:24]2)[N:16]=[C:15]([C:25]2[CH:30]=[CH:29][C:28]([CH2:31][N:35]([CH3:36])[CH3:34])=[CH:27][CH:26]=2)[CH:14]=1. The catalyst is CO.